Dataset: Forward reaction prediction with 1.9M reactions from USPTO patents (1976-2016). Task: Predict the product of the given reaction. (1) Given the reactants [NH2:1][C:2]1[C:3](Br)=[N:4][CH:5]=[CH:6][CH:7]=1.[C:9]([O:13][CH3:14])(=[O:12])[CH:10]=[CH2:11].C(N(CC)CC)C, predict the reaction product. The product is: [NH2:1][C:2]1[C:3](/[CH:11]=[CH:10]/[C:9]([O:13][CH3:14])=[O:12])=[N:4][CH:5]=[CH:6][CH:7]=1. (2) Given the reactants [C:9](O[C:9]([O:11][C:12]([CH3:15])([CH3:14])[CH3:13])=[O:10])([O:11][C:12]([CH3:15])([CH3:14])[CH3:13])=[O:10].[CH:16]1([C:21]2([N:32]([CH3:34])[CH3:33])[CH2:31][CH2:30][C:24]3([CH2:28][NH:27][C:26](=[O:29])[CH2:25]3)[CH2:23][CH2:22]2)[CH2:20][CH2:19][CH2:18][CH2:17]1.C(=O)(OC(C)(C)C)OC(C)(C)C, predict the reaction product. The product is: [C:12]([O:11][C:9]([N:27]1[C:26](=[O:29])[CH2:25][C:24]2([CH2:23][CH2:22][C:21]([CH:16]3[CH2:20][CH2:19][CH2:18][CH2:17]3)([N:32]([CH3:33])[CH3:34])[CH2:31][CH2:30]2)[CH2:28]1)=[O:10])([CH3:13])([CH3:14])[CH3:15]. (3) Given the reactants [F:1][C:2]1[CH:7]=[CH:6][C:5]([N:8]2[C:12]([CH2:13][CH:14]([CH3:16])[CH3:15])=[CH:11][C:10]([CH2:17][NH2:18])=[N:9]2)=[CH:4][CH:3]=1.C(N(CC)CC)C.[C:26]1([S:32](Cl)(=[O:34])=[O:33])[CH:31]=[CH:30][CH:29]=[CH:28][CH:27]=1.O, predict the reaction product. The product is: [CH2:13]([C:12]1[N:8]([C:5]2[CH:4]=[CH:3][C:2]([F:1])=[CH:7][CH:6]=2)[N:9]=[C:10]([CH2:17][NH:18][S:32]([C:26]2[CH:31]=[CH:30][CH:29]=[CH:28][CH:27]=2)(=[O:34])=[O:33])[CH:11]=1)[CH:14]([CH3:15])[CH3:16]. (4) Given the reactants [OH:1][C:2]1[CH:6]=[C:5]([CH2:7][CH2:8][C:9]([O:11][CH2:12][CH3:13])=[O:10])[N:4]([C:14]2[CH:19]=[CH:18][CH:17]=[CH:16][CH:15]=2)[N:3]=1.Cl[CH2:21][C:22]1[CH:41]=[CH:40][C:25]([O:26][CH2:27][C:28]2[N:29]=[C:30]([C:34]3[CH:39]=[CH:38][CH:37]=[CH:36][CH:35]=3)[O:31][C:32]=2[CH3:33])=[C:24]([O:42][CH3:43])[CH:23]=1.C(=O)([O-])[O-].[K+].[K+].CN(C)C=O, predict the reaction product. The product is: [CH3:43][O:42][C:24]1[CH:23]=[C:22]([CH:41]=[CH:40][C:25]=1[O:26][CH2:27][C:28]1[N:29]=[C:30]([C:34]2[CH:39]=[CH:38][CH:37]=[CH:36][CH:35]=2)[O:31][C:32]=1[CH3:33])[CH2:21][O:1][C:2]1[CH:6]=[C:5]([CH2:7][CH2:8][C:9]([O:11][CH2:12][CH3:13])=[O:10])[N:4]([C:14]2[CH:15]=[CH:16][CH:17]=[CH:18][CH:19]=2)[N:3]=1. (5) Given the reactants [O-][CH2:2]C.[Na+].C(O)C.[C:8]([NH:16][CH:17]([C:23]([O:25][CH2:26][CH3:27])=[O:24])[C:18]([O:20][CH2:21][CH3:22])=[O:19])(=[O:15])[C:9]1[CH:14]=[CH:13][CH:12]=[CH:11][CH:10]=1.Br[CH2:29][CH2:30][CH2:31][CH2:32][CH2:33][CH2:34][O:35][C:36]([CH3:42])([CH3:41])[C:37]([O:39][CH3:40])=[O:38], predict the reaction product. The product is: [C:8]([NH:16][C:17]([C:23]([O:25][CH2:26][CH3:27])=[O:24])([C:18]([O:20][CH2:21][CH3:22])=[O:19])[CH2:29][CH2:30][CH2:31][CH2:32][CH2:33][CH2:34][O:35][C:36]([CH3:42])([CH3:41])[C:37]([O:39][CH2:40][CH3:2])=[O:38])(=[O:15])[C:9]1[CH:10]=[CH:11][CH:12]=[CH:13][CH:14]=1. (6) Given the reactants [F:1][C:2]1[CH:3]=[C:4]2[C:8](=[CH:9][CH:10]=1)[NH:7][C:6](=[O:11])[C:5]2=[O:12].[H-].[Na+].Br[CH:16]([C:23]1[CH:28]=[CH:27][CH:26]=[CH:25][CH:24]=1)[C:17]1[CH:22]=[CH:21][CH:20]=[CH:19][CH:18]=1, predict the reaction product. The product is: [C:17]1([CH:16]([C:23]2[CH:24]=[CH:25][CH:26]=[CH:27][CH:28]=2)[N:7]2[C:8]3[C:4](=[CH:3][C:2]([F:1])=[CH:10][CH:9]=3)[C:5](=[O:12])[C:6]2=[O:11])[CH:22]=[CH:21][CH:20]=[CH:19][CH:18]=1. (7) The product is: [CH3:8][O:9][C:10](=[O:15])[C:11](=[O:4])[CH:12]([Br:14])[CH3:13]. Given the reactants FC(F)(F)C(O)=[O:4].[CH3:8][O:9][C:10](=[O:15])[CH:11]=[C:12]([Br:14])[CH3:13], predict the reaction product.